From a dataset of NCI-60 drug combinations with 297,098 pairs across 59 cell lines. Regression. Given two drug SMILES strings and cell line genomic features, predict the synergy score measuring deviation from expected non-interaction effect. (1) Synergy scores: CSS=3.17, Synergy_ZIP=-2.66, Synergy_Bliss=-2.20, Synergy_Loewe=-2.43, Synergy_HSA=-1.77. Drug 2: C1C(C(OC1N2C=NC3=C2NC=NCC3O)CO)O. Drug 1: CC1=CC=C(C=C1)C2=CC(=NN2C3=CC=C(C=C3)S(=O)(=O)N)C(F)(F)F. Cell line: SK-MEL-5. (2) Drug 1: CC1=CC=C(C=C1)C2=CC(=NN2C3=CC=C(C=C3)S(=O)(=O)N)C(F)(F)F. Drug 2: CC1=C(C(CCC1)(C)C)C=CC(=CC=CC(=CC(=O)O)C)C. Cell line: 786-0. Synergy scores: CSS=-0.889, Synergy_ZIP=0.129, Synergy_Bliss=-0.339, Synergy_Loewe=-4.08, Synergy_HSA=-2.46.